From a dataset of Reaction yield outcomes from USPTO patents with 853,638 reactions. Predict the reaction yield, written as a fraction of the theoretical maximum amount of product (1.0 means a 100% yield; for example, 0.34 means a 34% yield). (1) The reactants are [Na+].[C:2]([C:5]1[N:9]([CH3:10])[N:8]=[CH:7][C:6]=1[C:11]([O-:13])=O)(=[O:4])[NH2:3].C(P1(=O)OP(CCC)(=O)OP(CCC)(=O)O1)CC.[NH:32]1[CH2:35][CH2:34][CH2:33]1. The catalyst is C(OCC)(=O)C. The product is [N:32]1([C:11]([C:6]2[CH:7]=[N:8][N:9]([CH3:10])[C:5]=2[C:2]([NH2:3])=[O:4])=[O:13])[CH2:35][CH2:34][CH2:33]1. The yield is 0.630. (2) The reactants are [C:1]([NH:4][NH2:5])(=[O:3])[CH3:2].C([O-])([O-])=O.[Na+].[Na+].[Cl:12][CH2:13][C:14](Cl)=[O:15]. The catalyst is O. The product is [C:1]([N:4]([C:14](=[O:15])[CH2:13][Cl:12])[NH2:5])(=[O:3])[CH3:2]. The yield is 0.100. (3) The reactants are [CH2:1]([O:3][C:4]([C:6]1[C:7]([CH3:18])=[C:8]2[C:13](Cl)=[C:12]([C:15]#[N:16])[CH:11]=[N:10][N:9]2[CH:17]=1)=[O:5])[CH3:2].[O:19]([C:26]1[CH:27]=[CH:28][C:29]([NH2:32])=[N:30][CH:31]=1)[C:20]1[CH:25]=[CH:24][CH:23]=[CH:22][CH:21]=1.C(OC(C1C(C)=C2C(NC3C=CC(SC4N(C)C=CN=4)=C(Cl)C=3)=C(C#N)C=NN2C=1)=O)C.CN(C=O)C. The catalyst is C1COCC1. The product is [CH2:1]([O:3][C:4]([C:6]1[C:7]([CH3:18])=[C:8]2[C:13]([NH:32][C:29]3[CH:28]=[CH:27][C:26]([O:19][C:20]4[CH:25]=[CH:24][CH:23]=[CH:22][CH:21]=4)=[CH:31][N:30]=3)=[C:12]([C:15]#[N:16])[CH:11]=[N:10][N:9]2[CH:17]=1)=[O:5])[CH3:2]. The yield is 0.510. (4) The reactants are C([O:3][CH:4](OCC)[CH2:5][O:6][CH2:7][C:8]1[CH:13]=[CH:12][CH:11]=[CH:10][CH:9]=1)C.P(Cl)(Cl)(Cl)(Cl)Cl.[CH3:23][N:24]([CH3:27])[CH:25]=O.[OH-].[Na+]. The catalyst is O. The product is [CH2:7]([O:6][C:5](=[CH:23][N:24]([CH3:27])[CH3:25])[CH:4]=[O:3])[C:8]1[CH:13]=[CH:12][CH:11]=[CH:10][CH:9]=1. The yield is 0.530. (5) The reactants are [F:1][C:2]1[CH:7]=[CH:6][C:5]([N:8]2[CH2:13][CH2:12][N:11]([S:14]([C:17]3[CH:18]=[C:19]([N:23]4[CH2:28][CH2:27][N:26](C(OC(C)(C)C)=O)[CH2:25][CH2:24]4)[CH:20]=[CH:21][CH:22]=3)(=[O:16])=[O:15])[C@H:10]([CH3:36])[CH2:9]2)=[C:4]([C:37]([F:40])([F:39])[F:38])[CH:3]=1.C(O)(C(F)(F)F)=O.N. The catalyst is C(Cl)Cl. The product is [F:1][C:2]1[CH:7]=[CH:6][C:5]([N:8]2[CH2:13][CH2:12][N:11]([S:14]([C:17]3[CH:22]=[CH:21][CH:20]=[C:19]([N:23]4[CH2:28][CH2:27][NH:26][CH2:25][CH2:24]4)[CH:18]=3)(=[O:16])=[O:15])[C@H:10]([CH3:36])[CH2:9]2)=[C:4]([C:37]([F:39])([F:38])[F:40])[CH:3]=1. The yield is 0.990. (6) The reactants are [Br:1][C:2]1[CH:3]=[C:4]2[C:9](=[C:10]([CH3:12])[CH:11]=1)[N:8]=[CH:7][C:6]([C:13]([O:15]CC)=[O:14])=[C:5]2[OH:18].[OH-].[Na+]. The catalyst is C(O)C. The product is [Br:1][C:2]1[CH:3]=[C:4]2[C:9](=[C:10]([CH3:12])[CH:11]=1)[N:8]=[CH:7][C:6]([C:13]([OH:15])=[O:14])=[C:5]2[OH:18]. The yield is 0.990.